From a dataset of Full USPTO retrosynthesis dataset with 1.9M reactions from patents (1976-2016). Predict the reactants needed to synthesize the given product. (1) The reactants are: [Cl:1][C:2]1[CH:10]=[C:9]([NH:11][C:12]([C:14]2[CH:22]=[C:21]3[C:17]([CH2:18][CH2:19][N:20]3[S:23]([C:26]3[CH:31]=[C:30]([Cl:32])[CH:29]=[C:28]([Cl:33])[CH:27]=3)(=[O:25])=[O:24])=[CH:16][CH:15]=2)=[O:13])[CH:8]=[CH:7][C:3]=1[C:4]([OH:6])=[O:5].Cl[C:35]1C=C(S(Cl)(=O)=O)C=C(Cl)C=1. Given the product [CH3:35][O:5][C:4](=[O:6])[C:3]1[CH:7]=[CH:8][C:9]([NH:11][C:12]([C:14]2[CH:22]=[C:21]3[C:17]([CH2:18][CH2:19][N:20]3[S:23]([C:26]3[CH:31]=[C:30]([Cl:32])[CH:29]=[C:28]([Cl:33])[CH:27]=3)(=[O:25])=[O:24])=[CH:16][CH:15]=2)=[O:13])=[CH:10][C:2]=1[Cl:1], predict the reactants needed to synthesize it. (2) Given the product [CH2:12]([O:11][C:8]1[CH:9]=[CH:10][C:5]([CH2:4][CH2:3][CH2:2][N:19]2[CH:23]=[CH:22][N:21]=[N:20]2)=[CH:6][CH:7]=1)[C:13]1[CH:18]=[CH:17][CH:16]=[CH:15][CH:14]=1, predict the reactants needed to synthesize it. The reactants are: I[CH2:2][CH2:3][CH2:4][C:5]1[CH:10]=[CH:9][C:8]([O:11][CH2:12][C:13]2[CH:18]=[CH:17][CH:16]=[CH:15][CH:14]=2)=[CH:7][CH:6]=1.[NH:19]1[CH:23]=[CH:22][N:21]=[N:20]1.C(=O)([O-])[O-].[K+].[K+]. (3) Given the product [Cl:1][C:2]1[CH:7]=[CH:6][CH:5]=[C:4]([C:8]([F:9])([F:10])[F:11])[C:3]=1[CH2:17][CH:18]([OH:20])[CH3:19], predict the reactants needed to synthesize it. The reactants are: [Cl:1][C:2]1[CH:7]=[CH:6][CH:5]=[C:4]([C:8]([F:11])([F:10])[F:9])[CH:3]=1.[Li]CCCC.[CH2:17]1[O:20][CH:18]1[CH3:19]. (4) Given the product [NH:12]1[C:6]2[CH2:7][CH2:8][CH2:9][CH2:10][C:5]=2[C:3](=[O:4])[NH:15][C:13]1=[O:14], predict the reactants needed to synthesize it. The reactants are: O([C:3]([CH:5]1[CH2:10][CH2:9][CH2:8][CH2:7][C:6]1=O)=[O:4])C.[NH2:12][C:13]([NH2:15])=[O:14].